From a dataset of Full USPTO retrosynthesis dataset with 1.9M reactions from patents (1976-2016). Predict the reactants needed to synthesize the given product. (1) Given the product [Cl:16][C:17]1[C:18]([C:2]2[N:7]=[C:6]([NH:8][CH2:9][CH:10]3[CH2:15][CH2:14][O:13][CH2:12][CH2:11]3)[CH:5]=[N:4][CH:3]=2)=[CH:19][C:20]([F:23])=[N:21][CH:22]=1, predict the reactants needed to synthesize it. The reactants are: Cl[C:2]1[N:7]=[C:6]([NH:8][CH2:9][CH:10]2[CH2:15][CH2:14][O:13][CH2:12][CH2:11]2)[CH:5]=[N:4][CH:3]=1.[Cl:16][C:17]1[C:18](B(O)O)=[CH:19][C:20]([F:23])=[N:21][CH:22]=1. (2) The reactants are: [CH:1]1([CH2:6][O:7][C:8]2[C:9]([N+:21]([O-])=O)=[N:10][CH:11]=[C:12]([O:14][C:15]3[CH:20]=[CH:19][CH:18]=[CH:17][CH:16]=3)[CH:13]=2)[CH2:5][CH2:4][CH2:3][CH2:2]1.O. Given the product [CH:1]1([CH2:6][O:7][C:8]2[C:9]([NH2:21])=[N:10][CH:11]=[C:12]([O:14][C:15]3[CH:20]=[CH:19][CH:18]=[CH:17][CH:16]=3)[CH:13]=2)[CH2:2][CH2:3][CH2:4][CH2:5]1, predict the reactants needed to synthesize it.